This data is from NCI-60 drug combinations with 297,098 pairs across 59 cell lines. The task is: Regression. Given two drug SMILES strings and cell line genomic features, predict the synergy score measuring deviation from expected non-interaction effect. (1) Drug 1: CN(C)C1=NC(=NC(=N1)N(C)C)N(C)C. Synergy scores: CSS=-2.69, Synergy_ZIP=1.50, Synergy_Bliss=3.16, Synergy_Loewe=-3.97, Synergy_HSA=-1.52. Drug 2: CC1=C(C=C(C=C1)NC(=O)C2=CC=C(C=C2)CN3CCN(CC3)C)NC4=NC=CC(=N4)C5=CN=CC=C5. Cell line: MOLT-4. (2) Drug 1: C1CC(=O)NC(=O)C1N2CC3=C(C2=O)C=CC=C3N. Drug 2: CC1=C(N=C(N=C1N)C(CC(=O)N)NCC(C(=O)N)N)C(=O)NC(C(C2=CN=CN2)OC3C(C(C(C(O3)CO)O)O)OC4C(C(C(C(O4)CO)O)OC(=O)N)O)C(=O)NC(C)C(C(C)C(=O)NC(C(C)O)C(=O)NCCC5=NC(=CS5)C6=NC(=CS6)C(=O)NCCC[S+](C)C)O. Cell line: PC-3. Synergy scores: CSS=12.0, Synergy_ZIP=-2.65, Synergy_Bliss=0.495, Synergy_Loewe=-17.0, Synergy_HSA=2.69. (3) Drug 1: CC=C1C(=O)NC(C(=O)OC2CC(=O)NC(C(=O)NC(CSSCCC=C2)C(=O)N1)C(C)C)C(C)C. Drug 2: C1=CN(C=N1)CC(O)(P(=O)(O)O)P(=O)(O)O. Cell line: SNB-75. Synergy scores: CSS=40.4, Synergy_ZIP=1.50, Synergy_Bliss=1.63, Synergy_Loewe=-68.3, Synergy_HSA=0.995. (4) Drug 1: CC1C(C(CC(O1)OC2CC(OC(C2O)C)OC3=CC4=CC5=C(C(=O)C(C(C5)C(C(=O)C(C(C)O)O)OC)OC6CC(C(C(O6)C)O)OC7CC(C(C(O7)C)O)OC8CC(C(C(O8)C)O)(C)O)C(=C4C(=C3C)O)O)O)O. Drug 2: C1=NNC2=C1C(=O)NC=N2. Cell line: SF-539. Synergy scores: CSS=55.7, Synergy_ZIP=-1.02, Synergy_Bliss=-4.00, Synergy_Loewe=-45.7, Synergy_HSA=-3.71. (5) Drug 1: CC1=CC2C(CCC3(C2CCC3(C(=O)C)OC(=O)C)C)C4(C1=CC(=O)CC4)C. Drug 2: CC1=C(C=C(C=C1)NC(=O)C2=CC=C(C=C2)CN3CCN(CC3)C)NC4=NC=CC(=N4)C5=CN=CC=C5. Cell line: MDA-MB-435. Synergy scores: CSS=1.17, Synergy_ZIP=10.5, Synergy_Bliss=5.99, Synergy_Loewe=1.73, Synergy_HSA=0.850. (6) Drug 1: CC1=C2C(C(=O)C3(C(CC4C(C3C(C(C2(C)C)(CC1OC(=O)C(C(C5=CC=CC=C5)NC(=O)C6=CC=CC=C6)O)O)OC(=O)C7=CC=CC=C7)(CO4)OC(=O)C)O)C)OC(=O)C. Drug 2: COC1=C2C(=CC3=C1OC=C3)C=CC(=O)O2. Cell line: HCC-2998. Synergy scores: CSS=4.07, Synergy_ZIP=-7.36, Synergy_Bliss=-23.0, Synergy_Loewe=-59.2, Synergy_HSA=-24.5. (7) Drug 1: CC1=C(C=C(C=C1)NC(=O)C2=CC=C(C=C2)CN3CCN(CC3)C)NC4=NC=CC(=N4)C5=CN=CC=C5. Drug 2: CC1CCC2CC(C(=CC=CC=CC(CC(C(=O)C(C(C(=CC(C(=O)CC(OC(=O)C3CCCCN3C(=O)C(=O)C1(O2)O)C(C)CC4CCC(C(C4)OC)OCCO)C)C)O)OC)C)C)C)OC. Cell line: T-47D. Synergy scores: CSS=9.48, Synergy_ZIP=-5.70, Synergy_Bliss=-7.24, Synergy_Loewe=-22.4, Synergy_HSA=-7.67. (8) Drug 1: CC1CCC2CC(C(=CC=CC=CC(CC(C(=O)C(C(C(=CC(C(=O)CC(OC(=O)C3CCCCN3C(=O)C(=O)C1(O2)O)C(C)CC4CCC(C(C4)OC)O)C)C)O)OC)C)C)C)OC. Drug 2: CC1C(C(CC(O1)OC2CC(CC3=C2C(=C4C(=C3O)C(=O)C5=CC=CC=C5C4=O)O)(C(=O)C)O)N)O. Cell line: SF-268. Synergy scores: CSS=45.0, Synergy_ZIP=11.1, Synergy_Bliss=9.18, Synergy_Loewe=9.88, Synergy_HSA=10.5. (9) Drug 1: CNC(=O)C1=NC=CC(=C1)OC2=CC=C(C=C2)NC(=O)NC3=CC(=C(C=C3)Cl)C(F)(F)F. Drug 2: COC1=C2C(=CC3=C1OC=C3)C=CC(=O)O2. Cell line: HCC-2998. Synergy scores: CSS=2.63, Synergy_ZIP=-6.61, Synergy_Bliss=-15.1, Synergy_Loewe=-5.04, Synergy_HSA=-8.79. (10) Drug 1: CN1CCC(CC1)COC2=C(C=C3C(=C2)N=CN=C3NC4=C(C=C(C=C4)Br)F)OC. Drug 2: C1=CC(=C2C(=C1NCCNCCO)C(=O)C3=C(C=CC(=C3C2=O)O)O)NCCNCCO. Cell line: HT29. Synergy scores: CSS=67.4, Synergy_ZIP=21.4, Synergy_Bliss=19.8, Synergy_Loewe=4.62, Synergy_HSA=20.0.